Dataset: NCI-60 drug combinations with 297,098 pairs across 59 cell lines. Task: Regression. Given two drug SMILES strings and cell line genomic features, predict the synergy score measuring deviation from expected non-interaction effect. (1) Drug 1: C1=CC=C(C(=C1)C(C2=CC=C(C=C2)Cl)C(Cl)Cl)Cl. Drug 2: C#CCC(CC1=CN=C2C(=N1)C(=NC(=N2)N)N)C3=CC=C(C=C3)C(=O)NC(CCC(=O)O)C(=O)O. Cell line: COLO 205. Synergy scores: CSS=-0.779, Synergy_ZIP=-0.668, Synergy_Bliss=-1.90, Synergy_Loewe=-8.46, Synergy_HSA=-4.81. (2) Drug 1: CC(C1=C(C=CC(=C1Cl)F)Cl)OC2=C(N=CC(=C2)C3=CN(N=C3)C4CCNCC4)N. Drug 2: C1=CC(=CC=C1CC(C(=O)O)N)N(CCCl)CCCl.Cl. Cell line: UO-31. Synergy scores: CSS=13.5, Synergy_ZIP=-2.83, Synergy_Bliss=1.47, Synergy_Loewe=1.65, Synergy_HSA=1.68.